The task is: Predict the reaction yield, written as a fraction of the theoretical maximum amount of product (1.0 means a 100% yield; for example, 0.34 means a 34% yield).. This data is from Reaction yield outcomes from USPTO patents with 853,638 reactions. The reactants are Cl.[F:2][C:3]([F:35])([F:34])[C:4]1[CH:5]=[C:6]([C@@H:14]([N:16]([CH3:33])[C:17]([C@H:19]2[CH2:24][CH2:23][NH:22][CH2:21][C@@H:20]2[C:25]2[CH:30]=[CH:29][C:28]([F:31])=[CH:27][C:26]=2[CH3:32])=[O:18])[CH3:15])[CH:7]=[C:8]([C:10]([F:13])([F:12])[F:11])[CH:9]=1.[C:36](O)(=[O:40])[C:37]([NH2:39])=[O:38].CCN=C=NCCCN(C)C.Cl.C1C=CC2N(O)N=NC=2C=1. The catalyst is CC#N.O.CCN(CC)CC. The product is [NH2:39][C:37](=[O:38])[C:36]([N:22]1[CH2:23][CH2:24][C@H:19]([C:17]([N:16]([C@H:14]([C:6]2[CH:7]=[C:8]([C:10]([F:12])([F:13])[F:11])[CH:9]=[C:4]([C:3]([F:2])([F:34])[F:35])[CH:5]=2)[CH3:15])[CH3:33])=[O:18])[C@@H:20]([C:25]2[CH:30]=[CH:29][C:28]([F:31])=[CH:27][C:26]=2[CH3:32])[CH2:21]1)=[O:40]. The yield is 0.880.